From a dataset of Reaction yield outcomes from USPTO patents with 853,638 reactions. Predict the reaction yield, written as a fraction of the theoretical maximum amount of product (1.0 means a 100% yield; for example, 0.34 means a 34% yield). (1) The reactants are [Mg].Br[C:3]1[CH:8]=[C:7]([C:9]([F:12])([F:11])[F:10])[CH:6]=[CH:5][C:4]=1[O:13][C:14]1[CH:19]=[CH:18][C:17]([F:20])=[CH:16][C:15]=1[F:21].[Br-].[B:23](OC)([O:26]C)[O:24]C. The catalyst is O1CCCC1. The product is [F:21][C:15]1[CH:16]=[C:17]([F:20])[CH:18]=[CH:19][C:14]=1[O:13][C:4]1[CH:5]=[CH:6][C:7]([C:9]([F:12])([F:11])[F:10])=[CH:8][C:3]=1[B:23]([OH:26])[OH:24]. The yield is 0.660. (2) The reactants are [C:1]([C:9]1[CH:10]=[C:11]([CH:24]=[CH:25][CH:26]=1)[O:12][CH2:13][C:14]1[CH:23]=[CH:22][C:17]([C:18]([O:20][CH3:21])=[O:19])=[CH:16][CH:15]=1)(=O)[C:2]1[CH:7]=[CH:6][CH:5]=[CH:4][CH:3]=1.[BH4-].[Na+].C1(P([N:43]=[N+:44]=[N-:45])(C2C=CC=CC=2)=O)C=CC=CC=1.N12CCCN=C1CCCCC2. The catalyst is CO.O.C1(C)C=CC=CC=1.C(OCC)(=O)C. The product is [N:43]([CH:1]([C:2]1[CH:7]=[CH:6][CH:5]=[CH:4][CH:3]=1)[C:9]1[CH:10]=[C:11]([CH:24]=[CH:25][CH:26]=1)[O:12][CH2:13][C:14]1[CH:23]=[CH:22][C:17]([C:18]([O:20][CH3:21])=[O:19])=[CH:16][CH:15]=1)=[N+:44]=[N-:45]. The yield is 0.920.